Predict the product of the given reaction. From a dataset of Forward reaction prediction with 1.9M reactions from USPTO patents (1976-2016). Given the reactants [Cl:1][C:2]1[CH:10]=[CH:9][CH:8]=[C:7]2[C:3]=1[C:4]([C:15]([OH:17])=O)=[CH:5][N:6]2[CH:11]1[CH2:14][O:13][CH2:12]1.[F:18][C:19]([F:29])([F:28])[CH:20]1[CH2:25][CH2:24][CH2:23][CH:22]([CH2:26][NH2:27])[CH2:21]1, predict the reaction product. The product is: [F:18][C:19]([F:28])([F:29])[CH:20]1[CH2:25][CH2:24][CH2:23][CH:22]([CH2:26][NH:27][C:15]([C:4]2[C:3]3[C:7](=[CH:8][CH:9]=[CH:10][C:2]=3[Cl:1])[N:6]([CH:11]3[CH2:12][O:13][CH2:14]3)[CH:5]=2)=[O:17])[CH2:21]1.